The task is: Predict the reactants needed to synthesize the given product.. This data is from Full USPTO retrosynthesis dataset with 1.9M reactions from patents (1976-2016). (1) Given the product [C:1](=[N:14][C:16]1[CH:17]=[C:18]([OH:22])[CH:19]=[CH:20][CH:21]=1)([C:8]1[CH:9]=[CH:10][CH:11]=[CH:12][CH:13]=1)[C:2]1[CH:7]=[CH:6][CH:5]=[CH:4][CH:3]=1, predict the reactants needed to synthesize it. The reactants are: [C:1](=[NH:14])([C:8]1[CH:13]=[CH:12][CH:11]=[CH:10][CH:9]=1)[C:2]1[CH:7]=[CH:6][CH:5]=[CH:4][CH:3]=1.N[C:16]1[CH:17]=[C:18]([OH:22])[CH:19]=[CH:20][CH:21]=1.O. (2) Given the product [O:15]=[C:12]1[N:11]([CH2:16][C:17]2[CH:22]=[CH:21][CH:20]=[C:19]([C:23]3[N:28]=[CH:27][C:26]([N:29]4[CH2:34][CH2:33][NH:32][CH2:31][CH2:30]4)=[CH:25][N:24]=3)[CH:18]=2)[N:10]=[C:9]([C:5]2[CH:4]=[C:3]([CH:8]=[CH:7][CH:6]=2)[C:1]#[N:2])[CH:14]=[CH:13]1, predict the reactants needed to synthesize it. The reactants are: [C:1]([C:3]1[CH:4]=[C:5]([C:9]2[CH:14]=[CH:13][C:12](=[O:15])[N:11]([CH2:16][C:17]3[CH:18]=[C:19]([C:23]4[N:28]=[CH:27][C:26]([N:29]5[CH2:34][CH2:33][N:32](NC(OC(C)(C)C)=O)[CH2:31][CH2:30]5)=[CH:25][N:24]=4)[CH:20]=[CH:21][CH:22]=3)[N:10]=2)[CH:6]=[CH:7][CH:8]=1)#[N:2].Cl.